Dataset: Forward reaction prediction with 1.9M reactions from USPTO patents (1976-2016). Task: Predict the product of the given reaction. (1) Given the reactants O.[NH2:2][NH2:3].[CH:4]1([C:7]2[N:8]=[N:9][S:10][C:11]=2[C:12]([O:14]C)=O)[CH2:6][CH2:5]1, predict the reaction product. The product is: [CH:4]1([C:7]2[N:8]=[N:9][S:10][C:11]=2[C:12]([NH:2][NH2:3])=[O:14])[CH2:6][CH2:5]1. (2) Given the reactants [F:1][C:2]1[CH:7]=[C:6]([F:8])[C:5]([F:9])=[CH:4][C:3]=1[S:10]([OH:12])=[O:11].IC.[CH2:15](N(C(C)C)C(C)C)C, predict the reaction product. The product is: [F:9][C:5]1[CH:4]=[C:3]([S:10]([CH3:15])(=[O:12])=[O:11])[C:2]([F:1])=[CH:7][C:6]=1[F:8].